Predict the reaction yield, written as a fraction of the theoretical maximum amount of product (1.0 means a 100% yield; for example, 0.34 means a 34% yield). From a dataset of Reaction yield outcomes from USPTO patents with 853,638 reactions. (1) The catalyst is O1CCCC1.O. The reactants are C([O:8][C:9]([C:11]1([CH:19]=[CH2:20])[CH2:16][O:15][C:14]([CH3:18])([CH3:17])[CH2:13][O:12]1)=[O:10])C1C=CC=CC=1.O.[OH-].[Li+]. The yield is 0.540. The product is [CH3:17][C:14]1([CH3:18])[CH2:13][O:12][C:11]([CH:19]=[CH2:20])([C:9]([OH:10])=[O:8])[CH2:16][O:15]1. (2) The product is [F:1][C:2]1[CH:7]=[C:6]([C:25]2[CH:33]=[CH:32][C:31]3[N:30]4[C:34](=[O:42])[O:35][C@@H:36]([CH2:37][NH:38][C:39](=[O:41])[CH3:40])[C@@H:29]4[CH2:28][C:27]=3[CH:26]=2)[CH:5]=[N:4][C:3]=1[C:17]1[CH2:21][CH:20]([CH2:22][OH:23])[O:19][N:18]=1. The catalyst is O1CCOCC1.O. The yield is 0.550. The reactants are [F:1][C:2]1[C:3]([C:17]2[CH2:21][CH:20]([CH2:22][OH:23])[O:19][N:18]=2)=[N:4][CH:5]=[C:6](B2OC(C)(C)C(C)(C)O2)[CH:7]=1.Br[C:25]1[CH:33]=[CH:32][C:31]2[N:30]3[C:34](=[O:42])[O:35][C@@H:36]([CH2:37][NH:38][C:39](=[O:41])[CH3:40])[C@@H:29]3[CH2:28][C:27]=2[CH:26]=1.C([O-])([O-])=O.[K+].[K+].